Regression. Given a peptide amino acid sequence and an MHC pseudo amino acid sequence, predict their binding affinity value. This is MHC class I binding data. From a dataset of Peptide-MHC class I binding affinity with 185,985 pairs from IEDB/IMGT. The peptide sequence is VTARWLWGF. The MHC is HLA-A24:02 with pseudo-sequence HLA-A24:02. The binding affinity (normalized) is 0.535.